The task is: Predict the product of the given reaction.. This data is from Forward reaction prediction with 1.9M reactions from USPTO patents (1976-2016). (1) Given the reactants [CH3:1][C@@H:2]1[NH:7][CH2:6][C@@H:5]([NH:8][C:9](=[O:15])[O:10][C:11]([CH3:14])([CH3:13])[CH3:12])[CH2:4][CH2:3]1.CC1N=CC(NC(=O)OC(C)(C)C)=CC=1, predict the reaction product. The product is: [CH3:1][CH:2]1[NH:7][CH2:6][CH:5]([NH:8][C:9](=[O:15])[O:10][C:11]([CH3:14])([CH3:13])[CH3:12])[CH2:4][CH2:3]1. (2) Given the reactants Br[C:2]1[CH:3]=[C:4]2[N:10]([C:11]3[C:20]4[C:15](=[CH:16][C:17]([F:21])=[CH:18][CH:19]=4)[N:14]=[C:13]([C:22]4[CH:27]=[CH:26][CH:25]=[CH:24][C:23]=4[S:28]([CH3:31])(=[O:30])=[O:29])[C:12]=3[CH3:32])[CH2:9][C:8]([CH3:34])([CH3:33])[C:5]2=[N:6][CH:7]=1.[NH:35]1[CH2:40][CH2:39][O:38][CH2:37][CH2:36]1.C1(P(C2CCCCC2)C2(CCC)CC(CCC)=CC(CCC)=C2C2C=CC=CC=2)CCCCC1.CC(C)([O-])C.[Na+], predict the reaction product. The product is: [CH3:34][C:8]1([CH3:33])[C:5]2=[N:6][CH:7]=[C:2]([N:35]3[CH2:40][CH2:39][O:38][CH2:37][CH2:36]3)[CH:3]=[C:4]2[N:10]([C:11]2[C:20]3[C:15](=[CH:16][C:17]([F:21])=[CH:18][CH:19]=3)[N:14]=[C:13]([C:22]3[CH:27]=[CH:26][CH:25]=[CH:24][C:23]=3[S:28]([CH3:31])(=[O:29])=[O:30])[C:12]=2[CH3:32])[CH2:9]1. (3) Given the reactants [CH:1]1([N:9]2[CH2:14][CH2:13][CH:12]([N:15]3[C:19]4[CH:20]=[CH:21][CH:22]=[CH:23][C:18]=4[NH:17][C:16]3=[N:24][C:25]#[N:26])[CH2:11][CH2:10]2)[CH2:8][CH2:7][CH2:6][CH2:5][CH2:4][CH2:3][CH2:2]1.C(=O)([O-])[O-].[K+].[K+].Br[CH2:34][C:35]([NH2:37])=[O:36], predict the reaction product. The product is: [C:25]([N:24]=[C:16]1[N:17]([CH2:34][C:35]([NH2:37])=[O:36])[C:18]2[CH:23]=[CH:22][CH:21]=[CH:20][C:19]=2[N:15]1[CH:12]1[CH2:13][CH2:14][N:9]([CH:1]2[CH2:2][CH2:3][CH2:4][CH2:5][CH2:6][CH2:7][CH2:8]2)[CH2:10][CH2:11]1)#[N:26]. (4) Given the reactants [CH2:1]([C@@H:3]1[CH2:8][O:7][CH2:6][CH2:5][N:4]1[C:9]1[N:14]=[C:13]([NH:15][CH3:16])[N:12]=[C:11]([C:17]2[CH:24]=[CH:23][C:20]([C:21]#[N:22])=[C:19](F)[CH:18]=2)[CH:10]=1)[CH3:2].[NH2:26][NH2:27], predict the reaction product. The product is: [CH2:1]([C@@H:3]1[CH2:8][O:7][CH2:6][CH2:5][N:4]1[C:9]1[N:14]=[C:13]([NH:15][CH3:16])[N:12]=[C:11]([C:17]2[CH:24]=[C:23]3[C:20]([C:21]([NH2:22])=[N:26][NH:27]3)=[CH:19][CH:18]=2)[CH:10]=1)[CH3:2]. (5) Given the reactants Br[C:2]1[CH:3]=[CH:4][C:5]([F:10])=[C:6]([CH:9]=1)[CH:7]=[O:8].[CH3:11][N:12]1[C:16]([CH3:17])=[C:15](B2OC(C)(C)C(C)(C)O2)[CH:14]=[N:13]1.C([O-])([O-])=O.[K+].[K+], predict the reaction product. The product is: [CH3:11][N:12]1[C:16]([CH3:17])=[C:15]([C:2]2[CH:3]=[CH:4][C:5]([F:10])=[C:6]([CH:9]=2)[CH:7]=[O:8])[CH:14]=[N:13]1. (6) Given the reactants [NH2:1][CH2:2][C:3]1[CH:8]=[CH:7][C:6](/[CH:9]=[CH:10]\[CH:11]2[CH2:16][CH2:15][CH2:14][CH2:13][CH2:12]2)=[CH:5][N:4]=1.[H-].[Al+3].[Li+].[H-].[H-].[H-].C1(/C=C\C2C=CC(C#N)=NC=2)CCCCC1.[OH-].[Na+], predict the reaction product. The product is: [CH:11]1([C:10]#[C:9][C:6]2[CH:7]=[CH:8][C:3]([C:2]#[N:1])=[N:4][CH:5]=2)[CH2:16][CH2:15][CH2:14][CH2:13][CH2:12]1.